From a dataset of Choline transporter screen with 302,306 compounds. Binary Classification. Given a drug SMILES string, predict its activity (active/inactive) in a high-throughput screening assay against a specified biological target. (1) The compound is S(=O)(=O)(N1CCCCC1)c1cc(NC(=O)c2nc3c(cc2)cccc3)c(cc1)C. The result is 0 (inactive). (2) The compound is BrC=1C(=O)/C(=C\NCc2ccc(F)cc2)C=C(Br)C1. The result is 1 (active).